Dataset: Forward reaction prediction with 1.9M reactions from USPTO patents (1976-2016). Task: Predict the product of the given reaction. (1) Given the reactants [NH2:1][C:2]1[N:7]=[CH:6][C:5](Br)=[CH:4][N:3]=1.[C:9](B1OC(C)(C)C(C)(C)O1)([CH3:11])=[CH2:10].C(=O)([O-])[O-].[Na+].[Na+], predict the reaction product. The product is: [CH2:10]=[C:9]([C:5]1[CH:4]=[N:3][C:2]([NH2:1])=[N:7][CH:6]=1)[CH3:11]. (2) Given the reactants S1[C:5]2[CH:6]=[CH:7][CH:8]=[CH:9][C:4]=2[CH:3]=[CH:2]1.ClC1C=CC=C(C(OO)=O)C=1.[S:21]([O-:25])([O-])(=[O:23])=S.[Na+].[Na+], predict the reaction product. The product is: [S:21]1(=[O:25])(=[O:23])[C:5]2[CH:6]=[CH:7][CH:8]=[CH:9][C:4]=2[CH:3]=[CH:2]1. (3) Given the reactants [Br:1][C:2]1[CH:17]=[C:16]([S:18]([CH2:21][CH3:22])(=[O:20])=[O:19])[CH:15]=[CH:14][C:3]=1[O:4][C:5]1[C:10]([CH3:11])=[CH:9][CH:8]=[CH:7][C:6]=1[CH2:12]Br.[NH:23]1[CH2:26][CH2:25][C:24]1=[O:27].C(=O)([O-])[O-].[K+].[K+], predict the reaction product. The product is: [Br:1][C:2]1[CH:17]=[C:16]([S:18]([CH2:21][CH3:22])(=[O:20])=[O:19])[CH:15]=[CH:14][C:3]=1[O:4][C:5]1[C:10]([CH3:11])=[CH:9][CH:8]=[CH:7][C:6]=1[CH2:12][N:23]1[CH2:26][CH2:25][C:24]1=[O:27]. (4) Given the reactants [C:1](Cl)(Cl)=[S:2].[F:5][C:6]1[CH:12]=[C:11]([CH3:13])[CH:10]=[CH:9][C:7]=1[NH2:8].C(N(CC)CC)C.Cl, predict the reaction product. The product is: [F:5][C:6]1[CH:12]=[C:11]([CH3:13])[CH:10]=[CH:9][C:7]=1[N:8]=[C:1]=[S:2]. (5) Given the reactants C1(P(C2C=CC=CC=2)C2C=CC=CC=2)C=CC=CC=1.[Br:20]Br.[N+:22]([C:25]1[CH:26]=[C:27](/[C:31](/[CH3:35])=[CH:32]/[CH2:33]O)[CH:28]=[CH:29][CH:30]=1)([O-:24])=[O:23], predict the reaction product. The product is: [Br:20][CH2:33]/[CH:32]=[C:31](/[C:27]1[CH:28]=[CH:29][CH:30]=[C:25]([N+:22]([O-:24])=[O:23])[CH:26]=1)\[CH3:35]. (6) Given the reactants [C:1]([O:5][C:6](=[O:39])[NH:7][C@@H:8]1[CH2:13][CH2:12][CH2:11][N:10]([C:14]2[C:19](Br)=[CH:18][N:17]=[C:16]3[NH:21][CH:22]=[C:23]([NH:24][C:25]([C:27]4[CH:28]=[N:29][N:30]([CH2:32][C:33]5[CH:38]=[CH:37][CH:36]=[CH:35][CH:34]=5)[CH:31]=4)=[O:26])[C:15]=23)[CH2:9]1)([CH3:4])([CH3:3])[CH3:2].[CH:40]1(B(O)O)[CH2:42][CH2:41]1.C([O-])([O-])=O.[K+].[K+], predict the reaction product. The product is: [C:1]([O:5][C:6](=[O:39])[NH:7][C@@H:8]1[CH2:13][CH2:12][CH2:11][N:10]([C:14]2[C:19]([CH:40]3[CH2:42][CH2:41]3)=[CH:18][N:17]=[C:16]3[NH:21][CH:22]=[C:23]([NH:24][C:25]([C:27]4[CH:28]=[N:29][N:30]([CH2:32][C:33]5[CH:38]=[CH:37][CH:36]=[CH:35][CH:34]=5)[CH:31]=4)=[O:26])[C:15]=23)[CH2:9]1)([CH3:4])([CH3:3])[CH3:2].